Dataset: Forward reaction prediction with 1.9M reactions from USPTO patents (1976-2016). Task: Predict the product of the given reaction. (1) Given the reactants [CH3:1][N:2]1[CH:15]([CH3:16])[CH2:14][C:5]2[NH:6][C:7]3[CH:8]=[CH:9][C:10]([CH3:13])=[CH:11][C:12]=3[C:4]=2[CH2:3]1.[OH-].[K+].[CH3:19][C:20]1[CH:25]=[CH:24][C:23]([C:26]([CH3:28])=[CH2:27])=[CH:22][N:21]=1.O, predict the reaction product. The product is: [CH3:1][N:2]1[CH:15]([CH3:16])[CH2:14][C:5]2[N:6]([CH2:27][CH:26]([C:23]3[CH:22]=[N:21][C:20]([CH3:19])=[CH:25][CH:24]=3)[CH3:28])[C:7]3[CH:8]=[CH:9][C:10]([CH3:13])=[CH:11][C:12]=3[C:4]=2[CH2:3]1. (2) Given the reactants [Cl:1][C:2]1[CH:7]=[CH:6][C:5]([N:8]2[C:13]([OH:14])=[C:12]([C:15](OCC)=[O:16])[C:11](=[O:20])[N:10]([CH2:21][C:22]3[CH:27]=[CH:26][CH:25]=[CH:24][CH:23]=3)[C:9]2=[S:28])=[CH:4][CH:3]=1.C1(CNC([CH:39](C(OCC)=O)[C:40]([O:42]CC)=[O:41])=O)C=CC=CC=1.[H-].[Na+].ClC1C=CC([N:59]=C=S)=CC=1, predict the reaction product. The product is: [Cl:1][C:2]1[CH:3]=[CH:4][C:5]([N:8]2[C:13]([OH:14])=[C:12]([C:15]([NH:59][CH2:39][C:40]([OH:42])=[O:41])=[O:16])[C:11](=[O:20])[N:10]([CH2:21][C:22]3[CH:23]=[CH:24][CH:25]=[CH:26][CH:27]=3)[C:9]2=[S:28])=[CH:6][CH:7]=1.